Dataset: Forward reaction prediction with 1.9M reactions from USPTO patents (1976-2016). Task: Predict the product of the given reaction. Given the reactants Br[C:2]1[CH:7]=[CH:6][N:5]=[CH:4][CH:3]=1.[Cl:8][C:9]1[CH:14]=[C:13]([Cl:15])[N:12]=[CH:11][N:10]=1.O.C(O)(=O)C.C(C1C(=O)C(Cl)=C(Cl)C(=O)C=1C#N)#N, predict the reaction product. The product is: [N:5]1[CH:6]=[CH:7][CH:2]=[CH:3][C:4]=1[C:11]1[N:12]=[C:13]([Cl:15])[CH:14]=[C:9]([Cl:8])[N:10]=1.